Dataset: Full USPTO retrosynthesis dataset with 1.9M reactions from patents (1976-2016). Task: Predict the reactants needed to synthesize the given product. (1) Given the product [CH3:49][O:48][C:45]1[CH:46]=[CH:47][C:42]([CH:35]2[CH2:34][C:33]3[C:38](=[CH:39][C:30]([O:29][CH3:28])=[CH:31][CH:32]=3)[O:37][C:36]2([CH3:41])[CH3:40])=[C:43]([NH2:50])[CH:44]=1, predict the reactants needed to synthesize it. The reactants are: BrC1C(C)(C)OC2C(C=1)=CC=C(OC)C=2.BrC1C=CC(OC)=CC=1[N+]([O-])=O.[CH3:28][O:29][C:30]1[CH:39]=[C:38]2[C:33]([CH:34]=[C:35]([C:42]3[CH:47]=[CH:46][C:45]([O:48][CH3:49])=[CH:44][C:43]=3[N+:50]([O-])=O)[C:36]([CH3:41])([CH3:40])[O:37]2)=[CH:32][CH:31]=1. (2) Given the product [CH2:1]([O:8][C:9]([N:11]1[CH2:16][CH2:15][CH:14]([CH2:17][Br:20])[CH2:13][CH2:12]1)=[O:10])[C:2]1[CH:7]=[CH:6][CH:5]=[CH:4][CH:3]=1, predict the reactants needed to synthesize it. The reactants are: [CH2:1]([O:8][C:9]([N:11]1[CH2:16][CH2:15][CH:14]([CH2:17]O)[CH2:13][CH2:12]1)=[O:10])[C:2]1[CH:7]=[CH:6][CH:5]=[CH:4][CH:3]=1.C(Br)(Br)(Br)[Br:20].C1(P(C2C=CC=CC=2)C2C=CC=CC=2)C=CC=CC=1. (3) Given the product [CH2:1]([O:8][C:9]1[C:10]([O:23][CH3:24])=[C:11]2[C:12](=[CH:13][CH:14]=1)[NH:20][CH:19]=[CH:18]2)[C:2]1[CH:7]=[CH:6][CH:5]=[CH:4][CH:3]=1, predict the reactants needed to synthesize it. The reactants are: [CH2:1]([O:8][C:9]1[CH:14]=[CH:13][C:12]([N+]([O-])=O)=[C:11](/[CH:18]=[CH:19]/[N+:20]([O-])=O)[C:10]=1[O:23][CH3:24])[C:2]1[CH:7]=[CH:6][CH:5]=[CH:4][CH:3]=1.C(O)(=O)C. (4) Given the product [F:23][C:24]([F:34])([F:35])[C:25]1[CH:33]=[CH:32][CH:31]=[CH:30][C:26]=1[C:27]([N:5]1[CH2:6][CH2:7][N:2]([C:8]2[CH:9]=[CH:10][C:11]([C:12]#[N:13])=[CH:14][CH:15]=2)[CH2:3][CH2:4]1)=[O:28], predict the reactants needed to synthesize it. The reactants are: Cl.[N:2]1([C:8]2[CH:15]=[CH:14][C:11]([C:12]#[N:13])=[CH:10][CH:9]=2)[CH2:7][CH2:6][NH:5][CH2:4][CH2:3]1.C(N(CC)CC)C.[F:23][C:24]([F:35])([F:34])[C:25]1[CH:33]=[CH:32][CH:31]=[CH:30][C:26]=1[C:27](Cl)=[O:28].